From a dataset of Full USPTO retrosynthesis dataset with 1.9M reactions from patents (1976-2016). Predict the reactants needed to synthesize the given product. (1) The reactants are: N(C1N=NC(C2C=CC=CC=2)=CN=1)N.[NH:15]([C:17]1[N:18]=[N:19][C:20]([C:23]2[S:24][CH:25]=[CH:26][CH:27]=2)=[CH:21][N:22]=1)[NH2:16].N1C2C(=CC(CC(O)=O)=CC=2)C=CC=1.[CH3:42][O:43][C:44]1[CH:53]=[C:52]2[C:47]([C:48]([O:54][CH2:55][C:56](O)=[O:57])=[CH:49][CH:50]=[N:51]2)=[CH:46][CH:45]=1. Given the product [S:24]1[CH:25]=[CH:26][CH:27]=[C:23]1[C:20]1[N:19]=[N:18][C:17]([NH:15][NH:16][C:56](=[O:57])[CH2:55][O:54][C:48]2[C:47]3[C:52](=[CH:53][C:44]([O:43][CH3:42])=[CH:45][CH:46]=3)[N:51]=[CH:50][CH:49]=2)=[N:22][CH:21]=1, predict the reactants needed to synthesize it. (2) Given the product [C:9]([OH:16])(=[O:8])[C:10]1[CH:15]=[CH:14][CH:13]=[CH:12][CH:11]=1, predict the reactants needed to synthesize it. The reactants are: C([O:8][C:9](=[O:16])[C:10]1[CH:15]=[CH:14][CH:13]=[CH:12][CH:11]=1)C1C=CC=CC=1.[Cl-].[Cl-].C[Al+2]. (3) Given the product [CH:2]([O:22][CH2:23][CH:24]1[CH:29]([CH2:30][O:31][CH:12]=[CH2:13])[CH2:28][CH:27]2[O:32][CH:26]2[CH2:25]1)=[CH2:3], predict the reactants needed to synthesize it. The reactants are: O[CH2:2][CH:3]1C(CO)CC=CC1.Cl[C:12]1C=CC=C(C(OO)=O)[CH:13]=1.[OH:22][CH2:23][CH:24]1[CH:29]([CH2:30][OH:31])[CH2:28][CH:27]2[O:32][CH:26]2[CH2:25]1.C(=O)([O-])[O-].[Na+].[Na+].C(O)(=O)CC.C(OC=C)(=O)C. (4) The reactants are: [Cl:1][C:2]1[CH:3]=[CH:4][C:5]([O:26][CH2:27][CH:28]([CH3:30])[CH3:29])=[C:6]([CH2:8][N:9]2[C:13]([CH3:14])=[CH:12][C:11]([C:15]([NH:17][C:18]3[CH:19]=[N:20][C:21]([C:24]#[N:25])=[CH:22][CH:23]=3)=[O:16])=[N:10]2)[CH:7]=1. Given the product [ClH:1].[NH2:25][CH2:24][C:21]1[N:20]=[CH:19][C:18]([NH:17][C:15]([C:11]2[CH:12]=[C:13]([CH3:14])[N:9]([CH2:8][C:6]3[CH:7]=[C:2]([Cl:1])[CH:3]=[CH:4][C:5]=3[O:26][CH2:27][CH:28]([CH3:30])[CH3:29])[N:10]=2)=[O:16])=[CH:23][CH:22]=1, predict the reactants needed to synthesize it. (5) The reactants are: [CH3:1][O:2][C:3](=[O:14])[CH2:4][C:5]1[CH:10]=[CH:9][C:8]([N+:11]([O-:13])=[O:12])=[CH:7][CH:6]=1.[H-].[Na+].Br[CH2:18][CH2:19]Br. Given the product [CH3:1][O:2][C:3]([C:4]1([C:5]2[CH:6]=[CH:7][C:8]([N+:11]([O-:13])=[O:12])=[CH:9][CH:10]=2)[CH2:19][CH2:18]1)=[O:14], predict the reactants needed to synthesize it.